Task: Predict the reactants needed to synthesize the given product.. Dataset: Full USPTO retrosynthesis dataset with 1.9M reactions from patents (1976-2016) Given the product [CH3:15][C:14]1[C:19](=[O:20])[CH2:3][CH:2]2[CH2:1][N:4]([C:5]([O:6][C:7]([CH3:8])([CH3:9])[CH3:10])=[O:11])[CH2:12][C:13]=12, predict the reactants needed to synthesize it. The reactants are: [CH2:1]([N:4]([CH2:12][C:13]#[C:14][CH3:15])[C:5](=[O:11])[O:6][C:7]([CH3:10])([CH3:9])[CH3:8])[CH:2]=[CH2:3].C[N+]1([O-])CC[O:20][CH2:19]C1.